This data is from Peptide-MHC class I binding affinity with 185,985 pairs from IEDB/IMGT. The task is: Regression. Given a peptide amino acid sequence and an MHC pseudo amino acid sequence, predict their binding affinity value. This is MHC class I binding data. The peptide sequence is QIGGEAIFLI. The MHC is HLA-A02:06 with pseudo-sequence HLA-A02:06. The binding affinity (normalized) is 0.751.